Dataset: Catalyst prediction with 721,799 reactions and 888 catalyst types from USPTO. Task: Predict which catalyst facilitates the given reaction. (1) Reactant: [N:1]1[C:6]2[NH:7][CH:8]=[CH:9][C:5]=2[C:4](=[O:10])[NH:3][CH:2]=1.[H-].[Na+]. Product: [CH3:4][C:5]([CH3:6])=[CH:9][CH2:8][N:3]1[C:4](=[O:10])[C:5]2[CH:9]=[CH:8][NH:7][C:6]=2[N:1]=[CH:2]1. The catalyst class is: 3. (2) Reactant: [F:1][C:2]1[CH:7]=[C:6]([I:8])[CH:5]=[CH:4][C:3]=1[NH:9][C:10]1[C:11]([C:15]([OH:17])=O)=[CH:12][S:13][CH:14]=1.Cl.CN(C)CCCN=C=NCC.Cl.[OH:31][CH2:32][C:33]1([OH:37])[CH2:36][NH:35][CH2:34]1. Product: [F:1][C:2]1[CH:7]=[C:6]([I:8])[CH:5]=[CH:4][C:3]=1[NH:9][C:10]1[C:11]([C:15]([N:35]2[CH2:36][C:33]([CH2:32][OH:31])([OH:37])[CH2:34]2)=[O:17])=[CH:12][S:13][CH:14]=1. The catalyst class is: 456. (3) Reactant: [S:1]1[C:5]2[CH:6]=[CH:7][CH:8]=[CH:9][C:4]=2[N:3]=[C:2]1[C:10]1[C:11](O)=[N:12][C:13]([CH:17]2[CH2:22][CH2:21][N:20]([C:23]([O:25][C:26]([CH3:29])([CH3:28])[CH3:27])=[O:24])[CH2:19][CH2:18]2)=[N:14][C:15]=1[OH:16].P(Cl)(Cl)([Cl:33])=O.C(N(CC)C(C)C)(C)C. Product: [S:1]1[C:5]2[CH:6]=[CH:7][CH:8]=[CH:9][C:4]=2[N:3]=[C:2]1[C:10]1[C:11]([Cl:33])=[N:12][C:13]([CH:17]2[CH2:22][CH2:21][N:20]([C:23]([O:25][C:26]([CH3:29])([CH3:28])[CH3:27])=[O:24])[CH2:19][CH2:18]2)=[N:14][C:15]=1[OH:16]. The catalyst class is: 11. (4) Reactant: [CH3:1][C:2]([O:5][C:6]([NH:8][C@H:9]([C:18](O)=[O:19])[CH2:10][C:11]1[CH:16]=[CH:15][CH:14]=[C:13]([F:17])[CH:12]=1)=[O:7])([CH3:4])[CH3:3].B.C1COCC1. Product: [F:17][C:13]1[CH:12]=[C:11]([CH2:10][C@H:9]([NH:8][C:6](=[O:7])[O:5][C:2]([CH3:3])([CH3:1])[CH3:4])[CH2:18][OH:19])[CH:16]=[CH:15][CH:14]=1. The catalyst class is: 1. (5) Reactant: [OH:1][C:2]1[CH:3]=[N:4][CH:5]=[CH:6][CH:7]=1.[H-].[Na+].Cl[C:11]1[N:16]=[C:15](Cl)[CH:14]=[C:13]([Cl:18])[N:12]=1.[NH:19]1[CH2:24][CH2:23][O:22][CH2:21][CH2:20]1. Product: [Cl:18][C:13]1[N:12]=[C:11]([O:1][C:2]2[CH:3]=[N:4][CH:5]=[CH:6][CH:7]=2)[N:16]=[C:15]([N:19]2[CH2:24][CH2:23][O:22][CH2:21][CH2:20]2)[CH:14]=1. The catalyst class is: 76. (6) Reactant: C(OC([N:6]1[C:10]2=[N:11][CH:12]=[C:13]([C:15]3[CH:20]=[CH:19][C:18]([C:21]([O:23][CH3:24])=[O:22])=[CH:17][C:16]=3[CH3:25])[CH:14]=[C:9]2[CH:8]=[C:7]1[C:26]1[C:31]([F:32])=[CH:30][CH:29]=[CH:28][C:27]=1[F:33])=O)C.[OH-].[Na+]. Product: [CH3:24][O:23][C:21](=[O:22])[C:18]1[CH:19]=[CH:20][C:15]([C:13]2[CH:14]=[C:9]3[CH:8]=[C:7]([C:26]4[C:31]([F:32])=[CH:30][CH:29]=[CH:28][C:27]=4[F:33])[NH:6][C:10]3=[N:11][CH:12]=2)=[C:16]([CH3:25])[CH:17]=1. The catalyst class is: 5. (7) Reactant: [CH:1]([O:4][C:5]1[CH:6]=[CH:7][C:8]2[CH2:9][N:10](C(OC(C)(C)C)=O)[CH2:11][CH2:12][O:13][C:14]=2[N:15]=1)([CH3:3])[CH3:2].Cl.C(OCC)(=O)C. Product: [CH:1]([O:4][C:5]1[CH:6]=[CH:7][C:8]2[CH2:9][NH:10][CH2:11][CH2:12][O:13][C:14]=2[N:15]=1)([CH3:3])[CH3:2]. The catalyst class is: 13. (8) Reactant: [CH2:1]([CH:4]([CH2:7][C:8]#[CH:9])[CH2:5][OH:6])[C:2]#[CH:3].[Cl:10][C:11](Cl)([O:13]C(=O)OC(Cl)(Cl)Cl)Cl.N1C=CC=CC=1. Product: [C:11]([Cl:10])(=[O:13])[O:6][CH2:5][CH:4]([CH2:7][C:8]#[CH:9])[CH2:1][C:2]#[CH:3]. The catalyst class is: 2. (9) The catalyst class is: 3. Reactant: [CH2:1]([O:3][C:4]([C:6]1([C:9]([OH:11])=O)[CH2:8][CH2:7]1)=[O:5])[CH3:2].[CH2:12]([NH2:15])[CH2:13][CH3:14].C([O-])(O)=O.[Na+].Cl.CN(C)CCCN=C=NCC.O.ON1C2C=CC=CC=2N=N1. Product: [CH2:12]([NH:15][C:9]([C:6]1([C:4]([O:3][CH2:1][CH3:2])=[O:5])[CH2:7][CH2:8]1)=[O:11])[CH2:13][CH3:14].